The task is: Predict the reactants needed to synthesize the given product.. This data is from Full USPTO retrosynthesis dataset with 1.9M reactions from patents (1976-2016). (1) Given the product [Cl:15][C:7]1[CH:8]=[C:9]([N+:12]([O-:14])=[O:13])[CH:10]=[C:11]2[C:6]=1[N:5]=[CH:4][C:3]([C:16]#[N:17])=[C:2]2[NH:26][C:21]1[CH:22]=[CH:23][C:24]([F:25])=[C:19]([Cl:18])[CH:20]=1, predict the reactants needed to synthesize it. The reactants are: Cl[C:2]1[C:11]2[C:6](=[C:7]([Cl:15])[CH:8]=[C:9]([N+:12]([O-:14])=[O:13])[CH:10]=2)[N:5]=[CH:4][C:3]=1[C:16]#[N:17].[Cl:18][C:19]1[CH:20]=[C:21]([NH2:26])[CH:22]=[CH:23][C:24]=1[F:25]. (2) Given the product [Br:2][C:3]1[CH:11]=[C:10]2[C:6]([C:7]([CH2:16][C:17]3[NH:22][CH2:21][CH2:20][N:18]=3)=[CH:8][N:9]2[S:12]([CH3:15])(=[O:14])=[O:13])=[CH:5][C:4]=1[F:19], predict the reactants needed to synthesize it. The reactants are: Cl.[Br:2][C:3]1[CH:11]=[C:10]2[C:6]([C:7]([CH2:16][C:17]#[N:18])=[CH:8][N:9]2[S:12]([CH3:15])(=[O:14])=[O:13])=[CH:5][C:4]=1[F:19].[CH2:20](N)[CH2:21][NH2:22]. (3) Given the product [OH:3][CH:4]1[CH2:5][CH2:6][N:7]([C:10]2[CH:19]=[C:18]([C:20]([NH:22][C:23]3[C:24]([CH3:34])=[CH:25][C:26]([C:27]([OH:29])=[O:28])=[CH:31][C:32]=3[CH3:33])=[O:21])[C:17]3[C:12](=[CH:13][CH:14]=[CH:15][CH:16]=3)[N:11]=2)[CH2:8][CH2:9]1, predict the reactants needed to synthesize it. The reactants are: [OH-].[Na+].[OH:3][CH:4]1[CH2:9][CH2:8][N:7]([C:10]2[CH:19]=[C:18]([C:20]([NH:22][C:23]3[C:32]([CH3:33])=[CH:31][C:26]([C:27]([O:29]C)=[O:28])=[CH:25][C:24]=3[CH3:34])=[O:21])[C:17]3[C:12](=[CH:13][CH:14]=[CH:15][CH:16]=3)[N:11]=2)[CH2:6][CH2:5]1.CO. (4) Given the product [ClH:50].[CH3:1][N:2]([CH3:19])[C:3]([N:5]1[C:18]2[C:13](=[CH:14][CH:15]=[CH:16][CH:17]=2)[C:7]2([CH2:8][CH2:9][N:10]([CH:21]3[CH2:22][CH:23]4[N:28]([C:29]([O:31][C:32]([CH3:35])([CH3:34])[CH3:33])=[O:30])[CH:26]([CH2:25][CH2:24]4)[CH2:27]3)[CH2:11][CH2:12]2)[CH2:6]1)=[O:4], predict the reactants needed to synthesize it. The reactants are: [CH3:1][N:2]([CH3:19])[C:3]([N:5]1[C:18]2[C:13](=[CH:14][CH:15]=[CH:16][CH:17]=2)[C:7]2([CH2:12][CH2:11][NH:10][CH2:9][CH2:8]2)[CH2:6]1)=[O:4].O=[C:21]1[CH2:27][CH:26]2[N:28]([C:29]([O:31][C:32]([CH3:35])([CH3:34])[CH3:33])=[O:30])[CH:23]([CH2:24][CH2:25]2)[CH2:22]1.C(O[BH-](OC(=O)C)OC(=O)C)(=O)C.[Na+].[Cl:50]C(OCC)=O. (5) Given the product [CH3:1][S:19][C:7]1[S:6][C:18]2[C:17]3[CH:16]=[CH:15][CH:14]=[CH:13][C:12]=3[N:11]=[CH:10][C:9]=2[N:8]=1, predict the reactants needed to synthesize it. The reactants are: [CH3:1][O-].[Na+].CI.[S:6]1[C:18]2[C:17]3[CH:16]=[CH:15][CH:14]=[CH:13][C:12]=3[N:11]=[CH:10][C:9]=2[N:8]=[C:7]1[SH:19]. (6) Given the product [N:1]1[C:9]2[C:4](=[N:5][CH:6]=[CH:7][CH:8]=2)[N:3]([C:10]2[CH:15]=[CH:14][C:13]([CH2:16][C:17]([NH:33][C:30]3[CH:31]=[CH:32][C:27]([CH2:26][N:21]4[CH2:22][CH2:23][CH2:24][CH2:25]4)=[C:28]([C:34]([F:37])([F:35])[F:36])[CH:29]=3)=[O:19])=[C:12]([CH3:20])[CH:11]=2)[CH:2]=1, predict the reactants needed to synthesize it. The reactants are: [N:1]1[C:9]2[C:4](=[N:5][CH:6]=[CH:7][CH:8]=2)[N:3]([C:10]2[CH:15]=[CH:14][C:13]([CH2:16][C:17]([OH:19])=O)=[C:12]([CH3:20])[CH:11]=2)[CH:2]=1.[N:21]1([CH2:26][C:27]2[CH:32]=[CH:31][C:30]([NH2:33])=[CH:29][C:28]=2[C:34]([F:37])([F:36])[F:35])[CH2:25][CH2:24][CH2:23][CH2:22]1. (7) Given the product [CH3:17][C:9]1[C:8]([CH3:7])=[CH:13][CH:12]=[CH:11][C:10]=1[CH2:14][CH:15]1[CH2:1][O:4]1, predict the reactants needed to synthesize it. The reactants are: [C:1]([O-:4])([O-])=O.[K+].[K+].[CH3:7][C:8]1[CH:13]=[CH:12][CH:11]=[C:10]([CH2:14][CH:15]=C)[C:9]=1[CH3:17].FC(F)(F)C(C)=O.OO. (8) Given the product [F:2][C:3]1[C:11]2[NH:10][C:9](=[O:12])[N:8]([CH:13]3[CH2:18][CH2:17][N:16]([CH:30]4[CH2:31][CH2:32][O:27][CH2:28][CH2:29]4)[CH2:15][CH2:14]3)[C:7]=2[CH:6]=[C:5]([CH3:19])[CH:4]=1, predict the reactants needed to synthesize it. The reactants are: Cl.[F:2][C:3]1[C:11]2[NH:10][C:9](=[O:12])[N:8]([CH:13]3[CH2:18][CH2:17][NH:16][CH2:15][CH2:14]3)[C:7]=2[CH:6]=[C:5]([CH3:19])[CH:4]=1.C(N(CC)CC)C.[O:27]1[CH2:32][CH2:31][C:30](=O)[CH2:29][CH2:28]1.C(O[BH-](OC(=O)C)OC(=O)C)(=O)C.[Na+].